Dataset: Retrosynthesis with 50K atom-mapped reactions and 10 reaction types from USPTO. Task: Predict the reactants needed to synthesize the given product. (1) Given the product Cc1cccc2scc(Cn3c(=O)n(CC(C)(C)C(=O)O)c4ccccc43)c12, predict the reactants needed to synthesize it. The reactants are: COC(=O)C(C)(C)Cn1c(=O)n(Cc2csc3cccc(C)c23)c2ccccc21. (2) Given the product c1ccc(N(c2cccc(-c3nccn3-c3ccccc3)c2)c2cccc(-c3nccn3-c3ccccc3)c2)cc1, predict the reactants needed to synthesize it. The reactants are: Brc1cccc(-c2nccn2-c2ccccc2)c1.c1ccc(Nc2cccc(-c3nccn3-c3ccccc3)c2)cc1. (3) Given the product Cc1nnn(-c2ccccc2F)c1-c1cn(-c2ccc(C(=O)NC(C)(C)CO)cn2)cn1, predict the reactants needed to synthesize it. The reactants are: CC(C)(N)CO.Cc1nnn(-c2ccccc2F)c1-c1cn(-c2ccc(C(=O)O)cn2)cn1. (4) Given the product Oc1c(Cc2ccccc2)c(C(F)(F)F)nc2ccc(I)cc12, predict the reactants needed to synthesize it. The reactants are: Nc1ccc(I)cc1C(=O)O.O=C(CCc1ccccc1)C(F)(F)F.